From a dataset of Catalyst prediction with 721,799 reactions and 888 catalyst types from USPTO. Predict which catalyst facilitates the given reaction. Reactant: [CH3:1][C:2]1[CH:7]=[CH:6][CH:5]=[C:4]([CH3:8])[C:3]=1[N:9]1[CH2:14][CH2:13][NH:12][CH2:11][CH2:10]1.[C:15](#[N:18])[CH:16]=[CH2:17]. Product: [CH3:8][C:4]1[CH:5]=[CH:6][CH:7]=[C:2]([CH3:1])[C:3]=1[N:9]1[CH2:10][CH2:11][N:12]([CH2:17][CH2:16][C:15]#[N:18])[CH2:13][CH2:14]1. The catalyst class is: 5.